From a dataset of Catalyst prediction with 721,799 reactions and 888 catalyst types from USPTO. Predict which catalyst facilitates the given reaction. (1) Reactant: [F:1][C:2]1[CH:3]=[C:4]([CH2:8][CH:9]([CH:23]2[O:27][C:26](=O)[CH:25]([CH2:29][CH2:30][C:31]([O:34]C(=O)C(F)(F)F)([CH3:33])[CH3:32])[CH2:24]2)[NH:10][C:11]([C:13]2[CH:22]=[N:21][C:20]3[C:15](=[CH:16][CH:17]=[CH:18][CH:19]=3)[N:14]=2)=[O:12])[CH:5]=[CH:6][CH:7]=1. Product: [F:1][C:2]1[CH:3]=[C:4]([CH:5]=[CH:6][CH:7]=1)[CH2:8][CH:9]([NH:10][C:11]([C:13]1[CH:22]=[N:21][C:20]2[C:19](=[CH:18][CH:17]=[CH:16][CH:15]=2)[N:14]=1)=[O:12])[CH:23]([OH:27])[CH2:24][CH:25]([C:26]1[NH:10][CH:11]=[CH:13][N:14]=1)[CH2:29][CH2:30][C:31]([OH:34])([CH3:33])[CH3:32]. The catalyst class is: 5. (2) Reactant: [C:1]([O:5][C:6](=[O:29])[NH:7][C@@:8]([CH2:13][CH2:14][C:15]1[CH:20]=[CH:19][C:18]([O:21][Si](C(C)(C)C)(C)C)=[CH:17][CH:16]=1)([CH3:12])[C@H:9]([OH:11])[CH3:10])([CH3:4])([CH3:3])[CH3:2].CCOC(C)=O.C([O-])(O)=O.[Na+]. Product: [C:1]([O:5][C:6](=[O:29])[NH:7][C@@:8]([CH2:13][CH2:14][C:15]1[CH:20]=[CH:19][C:18]([OH:21])=[CH:17][CH:16]=1)([CH3:12])[C@H:9]([OH:11])[CH3:10])([CH3:2])([CH3:3])[CH3:4]. The catalyst class is: 10. (3) Reactant: [Br:1][C:2]1[CH:3]=[C:4]2[C:8](=[C:9]([CH2:11][O:12][CH2:13][C:14]3([C:27]4[CH:32]=[CH:31][CH:30]=[CH:29][CH:28]=4)[CH2:19][CH2:18][N:17](C(OC(C)(C)C)=O)[CH2:16][CH2:15]3)[CH:10]=1)[N:7](COCC[Si](C)(C)C)[N:6]=[CH:5]2. Product: [Br:1][C:2]1[CH:3]=[C:4]2[C:8](=[C:9]([CH2:11][O:12][CH2:13][C:14]3([C:27]4[CH:28]=[CH:29][CH:30]=[CH:31][CH:32]=4)[CH2:15][CH2:16][NH:17][CH2:18][CH2:19]3)[CH:10]=1)[NH:7][N:6]=[CH:5]2. The catalyst class is: 55. (4) Reactant: [Cl:1][C:2]1[C:3]([Cl:17])=[C:4]([C:7]([C:10]2[O:11][C:12]([CH2:15][CH3:16])=[CH:13][N:14]=2)=[CH:8][N:9]=1)[CH:5]=[O:6].[BH4-].[Na+]. Product: [Cl:1][C:2]1[C:3]([Cl:17])=[C:4]([CH2:5][OH:6])[C:7]([C:10]2[O:11][C:12]([CH2:15][CH3:16])=[CH:13][N:14]=2)=[CH:8][N:9]=1. The catalyst class is: 5. (5) Reactant: [NH2:1][C:2]1[CH:3]=[C:4]([Br:37])[C:5]([C@@H:8]([NH:18][C:19](=[O:36])[CH2:20][N:21]2[C:25]3[C:26]([F:31])([F:30])[C@@H:27]4[CH2:29][C@@H:28]4[C:24]=3[C:23]([C:32]([F:35])([F:34])[F:33])=[N:22]2)[CH2:9][C:10]2[CH:15]=[C:14]([F:16])[CH:13]=[C:12]([F:17])[CH:11]=2)=[N:6][CH:7]=1.N1C=CC=CC=1.[CH3:44][S:45](Cl)(=[O:47])=[O:46]. Product: [Br:37][C:4]1[C:5]([C@@H:8]([NH:18][C:19](=[O:36])[CH2:20][N:21]2[C:25]3[C:26]([F:31])([F:30])[C@@H:27]4[CH2:29][C@@H:28]4[C:24]=3[C:23]([C:32]([F:33])([F:34])[F:35])=[N:22]2)[CH2:9][C:10]2[CH:11]=[C:12]([F:17])[CH:13]=[C:14]([F:16])[CH:15]=2)=[N:6][CH:7]=[C:2]([NH:1][S:45]([CH3:44])(=[O:47])=[O:46])[CH:3]=1. The catalyst class is: 2. (6) Reactant: [C:1](Cl)(=[O:3])[CH3:2].C(N(CC)CC)C.[NH2:12][C:13]1[CH:14]=[N:15][C:16]2[C:21]([C:22]=1[Cl:23])=[CH:20][CH:19]=[CH:18][CH:17]=2. Product: [Cl:23][C:22]1[C:21]2[C:16](=[CH:17][CH:18]=[CH:19][CH:20]=2)[N:15]=[CH:14][C:13]=1[NH:12][C:1](=[O:3])[CH3:2]. The catalyst class is: 4. (7) Reactant: [CH3:1][O:2][C:3]1[CH:4]=[C:5]2[C:9](=[CH:10][CH:11]=1)[C:8](=[O:12])[CH2:7][CH2:6]2.C(=O)([O-])[OH:14].[Na+].ClC1C=CC=C(C(OO)=O)C=1. Product: [CH3:1][O:2][C:3]1[CH:4]=[C:5]2[C:9](=[CH:10][CH:11]=1)[O:14][C:8](=[O:12])[CH2:7][CH2:6]2. The catalyst class is: 4.